This data is from Reaction yield outcomes from USPTO patents with 853,638 reactions. The task is: Predict the reaction yield, written as a fraction of the theoretical maximum amount of product (1.0 means a 100% yield; for example, 0.34 means a 34% yield). (1) The reactants are [N+:1]([C:4]1[CH:8]=[N:7][NH:6][C:5]=1[NH2:9])([O-:3])=[O:2].CN(C)[CH:12]=[CH:13][C:14]([C:16]1[CH:17]=[C:18]([N:22]([CH2:29][CH2:30][CH2:31][CH3:32])[S:23]([CH:26]([CH3:28])[CH3:27])(=[O:25])=[O:24])[CH:19]=[CH:20][CH:21]=1)=O.C(OCC)(=O)C. The catalyst is C(O)(=O)C. The product is [N+:1]([C:4]1[CH:8]=[N:7][N:6]2[C:14]([C:16]3[CH:17]=[C:18]([N:22]([CH2:29][CH2:30][CH2:31][CH3:32])[S:23]([CH:26]([CH3:27])[CH3:28])(=[O:25])=[O:24])[CH:19]=[CH:20][CH:21]=3)=[CH:13][CH:12]=[N:9][C:5]=12)([O-:3])=[O:2]. The yield is 0.460. (2) The reactants are [CH3:1][C:2]1[O:6][N:5]=[C:4]([C:7]2[CH:12]=[CH:11][CH:10]=[CH:9][CH:8]=2)[C:3]=1[CH2:13][O:14][C:15]1[CH:23]=[CH:22][C:18]([C:19]([OH:21])=O)=[CH:17][N:16]=1.Cl.[F:25][CH2:26][CH2:27][NH2:28]. No catalyst specified. The product is [F:25][CH2:26][CH2:27][NH:28][C:19](=[O:21])[C:18]1[CH:22]=[CH:23][C:15]([O:14][CH2:13][C:3]2[C:4]([C:7]3[CH:8]=[CH:9][CH:10]=[CH:11][CH:12]=3)=[N:5][O:6][C:2]=2[CH3:1])=[N:16][CH:17]=1. The yield is 0.950. (3) The reactants are [CH:1]1([CH2:4][N:5]2[CH2:30][CH2:29][C@:12]34[C:13]5[C:14]6[O:28][C@H:11]3[C:10](OC)([O:31]C)[CH2:9][CH2:8][C@@:7]4([O:35][CH2:36][CH:37]3[CH2:39][CH2:38]3)[C@H:6]2[CH2:19][C:18]=5[CH:17]=[CH:16][C:15]=6[O:20]CC2C=CC=CC=2)[CH2:3][CH2:2]1.C([O-])(O)=O.[Na+]. The catalyst is C(O)(C(F)(F)F)=O. The product is [CH:1]1([CH2:4][N:5]2[CH2:30][CH2:29][C@:12]34[C:13]5[C:14]6[O:28][C@H:11]3[C:10](=[O:31])[CH2:9][CH2:8][C@@:7]4([O:35][CH2:36][CH:37]3[CH2:39][CH2:38]3)[C@H:6]2[CH2:19][C:18]=5[CH:17]=[CH:16][C:15]=6[OH:20])[CH2:3][CH2:2]1. The yield is 0.300. (4) The reactants are [N:1]12[CH2:8][CH2:7][C:4]([C:9]([C:17]3[CH:22]=[CH:21][CH:20]=[CH:19][CH:18]=3)([C:11]3[CH:16]=[CH:15][CH:14]=[CH:13][CH:12]=3)[OH:10])([CH2:5][CH2:6]1)[CH2:3][CH2:2]2.[Br:23][CH2:24][CH2:25][CH2:26][CH2:27][CH:28]=[CH2:29]. The catalyst is CC#N. The product is [Br-:23].[CH2:29]([N+:1]12[CH2:6][CH2:5][C:4]([C:9]([OH:10])([C:17]3[CH:22]=[CH:21][CH:20]=[CH:19][CH:18]=3)[C:11]3[CH:12]=[CH:13][CH:14]=[CH:15][CH:16]=3)([CH2:3][CH2:2]1)[CH2:7][CH2:8]2)[CH2:28][CH2:27][CH2:26][CH:25]=[CH2:24]. The yield is 0.671. (5) The reactants are C([O:3][C:4](=[O:36])[C:5]([O:8][C:9]1[CH:14]=[CH:13][C:12]([O:15][CH2:16][CH2:17][C:18]2[N:19]=[C:20]([C:24]3[CH:25]=[C:26]([C:30]4[CH:35]=[CH:34][CH:33]=[CH:32][CH:31]=4)[CH:27]=[CH:28][CH:29]=3)[S:21][C:22]=2[CH3:23])=[CH:11][CH:10]=1)([CH3:7])[CH3:6])C.[OH-].[Na+]. The catalyst is O1CCCC1.CO. The product is [C:26]1([C:30]2[CH:35]=[CH:34][CH:33]=[CH:32][CH:31]=2)[CH:27]=[CH:28][CH:29]=[C:24]([C:20]2[S:21][C:22]([CH3:23])=[C:18]([CH2:17][CH2:16][O:15][C:12]3[CH:13]=[CH:14][C:9]([O:8][C:5]([CH3:7])([CH3:6])[C:4]([OH:36])=[O:3])=[CH:10][CH:11]=3)[N:19]=2)[CH:25]=1. The yield is 0.870. (6) The reactants are [F:1][C:2]1[CH:3]=[C:4]2[C:8](=[CH:9][CH:10]=1)[NH:7][C:6](=[O:11])/[C:5]/2=[CH:12]\[C:13]1[NH:17][C:16]([CH3:18])=[C:15]([C:19]([OH:21])=[O:20])[C:14]=1[CH3:22].CCN(C(C)C)C(C)C.CN(C(O[N:40]1[N:48]=[N:47][C:42]2[CH:43]=[CH:44][CH:45]=[N:46][C:41]1=2)=[N+](C)C)C.F[P-](F)(F)(F)(F)F. The catalyst is CN(C=O)C. The product is [F:1][C:2]1[CH:3]=[C:4]2[C:8](=[CH:9][CH:10]=1)[NH:7][C:6](=[O:11])/[C:5]/2=[CH:12]\[C:13]1[NH:17][C:16]([CH3:18])=[C:15]([C:19]([O:21][N:40]2[C:41]3=[N:46][CH:45]=[CH:44][CH:43]=[C:42]3[N:47]=[N:48]2)=[O:20])[C:14]=1[CH3:22]. The yield is 0.920. (7) The reactants are C(NC(C)C)(C)C.[Li]CCCC.[CH2:13]([N:20]1[C:25](=[O:26])[CH:24]=[C:23]2[S:27][CH:28]=[CH:29][N:22]2[C:21]1=[O:30])[C:14]1[CH:19]=[CH:18][CH:17]=[CH:16][CH:15]=1.[CH2:31]([O:38][C:39](Cl)=[O:40])[C:32]1[CH:37]=[CH:36][CH:35]=[CH:34][CH:33]=1. The catalyst is C1COCC1. The product is [CH2:31]([O:38][C:39]([C:28]1[S:27][C:23]2[N:22]([C:21](=[O:30])[N:20]([CH2:13][C:14]3[CH:15]=[CH:16][CH:17]=[CH:18][CH:19]=3)[C:25](=[O:26])[CH:24]=2)[CH:29]=1)=[O:40])[C:32]1[CH:37]=[CH:36][CH:35]=[CH:34][CH:33]=1. The yield is 0.180. (8) The reactants are [CH2:1]([C:3]1[C:8](=[O:9])[NH:7][C:6]([CH3:10])=[C:5]([C:11]2[O:15][C:14]([S:16]([Cl:19])(=[O:18])=[O:17])=[CH:13][CH:12]=2)[CH:4]=1)[CH3:2].[CH3:20][N:21]1[CH2:27][CH2:26][CH2:25][NH:24][CH2:23][CH2:22]1. The yield is 0.730. No catalyst specified. The product is [ClH:19].[CH2:1]([C:3]1[C:8](=[O:9])[NH:7][C:6]([CH3:10])=[C:5]([C:11]2[O:15][C:14]([S:16]([N:24]3[CH2:25][CH2:26][CH2:27][N:21]([CH3:20])[CH2:22][CH2:23]3)(=[O:18])=[O:17])=[CH:13][CH:12]=2)[CH:4]=1)[CH3:2].